Dataset: NCI-60 drug combinations with 297,098 pairs across 59 cell lines. Task: Regression. Given two drug SMILES strings and cell line genomic features, predict the synergy score measuring deviation from expected non-interaction effect. (1) Drug 1: C1C(C(OC1N2C=C(C(=O)NC2=O)F)CO)O. Drug 2: CC(C)NC(=O)C1=CC=C(C=C1)CNNC.Cl. Cell line: OVCAR-4. Synergy scores: CSS=4.79, Synergy_ZIP=-1.31, Synergy_Bliss=0.828, Synergy_Loewe=-11.3, Synergy_HSA=-0.191. (2) Drug 1: CC1=C(C=C(C=C1)C(=O)NC2=CC(=CC(=C2)C(F)(F)F)N3C=C(N=C3)C)NC4=NC=CC(=N4)C5=CN=CC=C5. Drug 2: C1CN(CCN1C(=O)CCBr)C(=O)CCBr. Cell line: A549. Synergy scores: CSS=23.7, Synergy_ZIP=9.39, Synergy_Bliss=9.82, Synergy_Loewe=6.49, Synergy_HSA=7.99. (3) Cell line: HOP-92. Drug 1: CCC1=C2CN3C(=CC4=C(C3=O)COC(=O)C4(CC)O)C2=NC5=C1C=C(C=C5)O. Synergy scores: CSS=31.3, Synergy_ZIP=-3.39, Synergy_Bliss=-1.94, Synergy_Loewe=-6.77, Synergy_HSA=-0.439. Drug 2: CC1C(C(CC(O1)OC2CC(OC(C2O)C)OC3=CC4=CC5=C(C(=O)C(C(C5)C(C(=O)C(C(C)O)O)OC)OC6CC(C(C(O6)C)O)OC7CC(C(C(O7)C)O)OC8CC(C(C(O8)C)O)(C)O)C(=C4C(=C3C)O)O)O)O. (4) Drug 1: CC12CCC(CC1=CCC3C2CCC4(C3CC=C4C5=CN=CC=C5)C)O. Drug 2: C1=CC=C(C(=C1)C(C2=CC=C(C=C2)Cl)C(Cl)Cl)Cl. Cell line: DU-145. Synergy scores: CSS=6.35, Synergy_ZIP=2.65, Synergy_Bliss=9.91, Synergy_Loewe=8.31, Synergy_HSA=8.54. (5) Drug 1: CC1CCC2CC(C(=CC=CC=CC(CC(C(=O)C(C(C(=CC(C(=O)CC(OC(=O)C3CCCCN3C(=O)C(=O)C1(O2)O)C(C)CC4CCC(C(C4)OC)OCCO)C)C)O)OC)C)C)C)OC. Drug 2: C1CNP(=O)(OC1)N(CCCl)CCCl. Cell line: RPMI-8226. Synergy scores: CSS=23.0, Synergy_ZIP=-1.93, Synergy_Bliss=3.79, Synergy_Loewe=-54.0, Synergy_HSA=4.42. (6) Drug 1: CC1=C2C(C(=O)C3(C(CC4C(C3C(C(C2(C)C)(CC1OC(=O)C(C(C5=CC=CC=C5)NC(=O)OC(C)(C)C)O)O)OC(=O)C6=CC=CC=C6)(CO4)OC(=O)C)O)C)O. Drug 2: C1CN1C2=NC(=NC(=N2)N3CC3)N4CC4. Cell line: EKVX. Synergy scores: CSS=6.09, Synergy_ZIP=-4.24, Synergy_Bliss=-3.13, Synergy_Loewe=-1.09, Synergy_HSA=-0.992. (7) Drug 1: COC1=CC(=CC(=C1O)OC)C2C3C(COC3=O)C(C4=CC5=C(C=C24)OCO5)OC6C(C(C7C(O6)COC(O7)C8=CC=CS8)O)O. Drug 2: CN1C2=C(C=C(C=C2)N(CCCl)CCCl)N=C1CCCC(=O)O.Cl. Cell line: IGROV1. Synergy scores: CSS=39.8, Synergy_ZIP=5.51, Synergy_Bliss=5.82, Synergy_Loewe=-34.2, Synergy_HSA=7.48. (8) Drug 1: CN1CCC(CC1)COC2=C(C=C3C(=C2)N=CN=C3NC4=C(C=C(C=C4)Br)F)OC. Drug 2: C1=C(C(=O)NC(=O)N1)N(CCCl)CCCl. Cell line: IGROV1. Synergy scores: CSS=61.2, Synergy_ZIP=-0.0319, Synergy_Bliss=-0.0540, Synergy_Loewe=-1.83, Synergy_HSA=4.74. (9) Drug 1: CC1C(C(CC(O1)OC2CC(CC3=C2C(=C4C(=C3O)C(=O)C5=C(C4=O)C(=CC=C5)OC)O)(C(=O)C)O)N)O.Cl. Drug 2: CC1=C2C(C(=O)C3(C(CC4C(C3C(C(C2(C)C)(CC1OC(=O)C(C(C5=CC=CC=C5)NC(=O)OC(C)(C)C)O)O)OC(=O)C6=CC=CC=C6)(CO4)OC(=O)C)O)C)O. Cell line: SK-MEL-5. Synergy scores: CSS=23.9, Synergy_ZIP=-5.59, Synergy_Bliss=-5.35, Synergy_Loewe=-11.4, Synergy_HSA=-5.55. (10) Drug 1: CC1C(C(CC(O1)OC2CC(CC3=C2C(=C4C(=C3O)C(=O)C5=C(C4=O)C(=CC=C5)OC)O)(C(=O)C)O)N)O.Cl. Drug 2: CN(C(=O)NC(C=O)C(C(C(CO)O)O)O)N=O. Synergy scores: CSS=7.09, Synergy_ZIP=-6.95, Synergy_Bliss=-4.16, Synergy_Loewe=-3.56, Synergy_HSA=-3.42. Cell line: T-47D.